From a dataset of Full USPTO retrosynthesis dataset with 1.9M reactions from patents (1976-2016). Predict the reactants needed to synthesize the given product. (1) Given the product [CH3:27][O:28][C:29](=[O:36])[C@@H:30]([NH:35][C:22]([C:20]1[O:19][N:18]=[C:17]([C:14]2[CH:13]=[CH:12][C:11]([NH:10][C:9]([NH:8][C:5]3[CH:4]=[CH:3][C:2]([F:1])=[CH:7][CH:6]=3)=[O:25])=[CH:16][CH:15]=2)[CH:21]=1)=[O:23])[CH2:31][CH:32]([CH3:34])[CH3:33], predict the reactants needed to synthesize it. The reactants are: [F:1][C:2]1[CH:7]=[CH:6][C:5]([NH:8][C:9](=[O:25])[NH:10][C:11]2[CH:16]=[CH:15][C:14]([C:17]3[CH:21]=[C:20]([C:22](O)=[O:23])[O:19][N:18]=3)=[CH:13][CH:12]=2)=[CH:4][CH:3]=1.Cl.[CH3:27][O:28][C:29](=[O:36])[C@@H:30]([NH2:35])[CH2:31][CH:32]([CH3:34])[CH3:33].[K+].[Br-]. (2) Given the product [C:20]([O:19][C:16](=[O:18])[CH2:17][C:11]([C:9]1[N:10]=[C:6]([N:1]2[CH:5]=[CH:4][N:3]=[CH:2]2)[S:7][CH:8]=1)=[O:13])([CH3:23])([CH3:22])[CH3:21], predict the reactants needed to synthesize it. The reactants are: [N:1]1([C:6]2[S:7][CH:8]=[C:9]([C:11]([O:13]CC)=O)[N:10]=2)[CH:5]=[CH:4][N:3]=[CH:2]1.[C:16]([O:19][C:20]([CH3:23])([CH3:22])[CH3:21])(=[O:18])[CH3:17].[Li]. (3) Given the product [ClH:1].[CH:15]1([C:13](=[O:14])[CH:12]([N:9]2[CH2:10][CH2:11][CH:6]([SH:5])/[C:7](=[CH:25]/[C:26]3[N:30]([CH2:31][C:32]([O:34][CH3:35])=[O:33])[N:29]=[N:28][CH:27]=3)/[CH2:8]2)[C:18]2[CH:23]=[CH:22][CH:21]=[CH:20][C:19]=2[F:24])[CH2:17][CH2:16]1, predict the reactants needed to synthesize it. The reactants are: [ClH:1].C([S:5][CH:6]1[CH2:11][CH2:10][N:9]([CH:12]([C:18]2[CH:23]=[CH:22][CH:21]=[CH:20][C:19]=2[F:24])[C:13]([CH:15]2[CH2:17][CH2:16]2)=[O:14])[CH2:8]/[C:7]/1=[CH:25]\[C:26]1[N:30]([CH2:31][C:32]([O:34][CH3:35])=[O:33])[N:29]=[N:28][CH:27]=1)(=O)C.C(=O)([O-])[O-].[K+].[K+].C(#N)C. (4) Given the product [Cl:14][C:15]1[CH:16]=[C:17]([C:23]([F:24])([F:25])[F:26])[CH:18]=[C:19]([F:22])[C:20]=1[O:7][C:8]1[CH:12]=[C:11]([CH3:13])[NH:10][N:9]=1, predict the reactants needed to synthesize it. The reactants are: C(=O)([O-])[O-].[K+].[K+].[OH:7][C:8]1[CH:12]=[C:11]([CH3:13])[NH:10][N:9]=1.[Cl:14][C:15]1[CH:16]=[C:17]([C:23]([F:26])([F:25])[F:24])[CH:18]=[C:19]([F:22])[C:20]=1F.Cl.